Binary Classification. Given a miRNA mature sequence and a target amino acid sequence, predict their likelihood of interaction. From a dataset of Experimentally validated miRNA-target interactions with 360,000+ pairs, plus equal number of negative samples. (1) The miRNA is hsa-miR-4733-3p with sequence CCACCAGGUCUAGCAUUGGGAU. The protein sequence of the target gene is MGARRLRVRSQRSRDSSVPTQCNQTECFDPLVRNCVSCELFHTPDTGHTSSLEPGTALQPQEGSALRPDVALLVGAPALLGLILALTLVGLVSLVSWRWRQQLRTASPDTSEGVQQESLENVFVPSSETPHASAPTWPPLKEDADSALPRHSVPVPATELGSTELVTTKTAGPEQ. Result: 0 (no interaction). (2) The miRNA is hsa-miR-3136-3p with sequence UGGCCCAACCUAUUCAGUUAGU. The protein sequence of the target gene is MASKCSSERKSRTSLTLNQKLEMIKLSEEGMSKAEIGRRLGLLRQTVSQVVNAKEKFLKEVKSATPMNTRMIRKRNSLIADMEKVLVVWIEDQTSRNIPLSQSLIQNKALTLFNSMKAERGVEAAEEKFEASRGWFMRFKERSHFHNIKAQGEAASADVEAAASYPEALAKIIDEGGYTKQQIFNVDETAFYWKKMPSRTFIAREEKSVPGFKASKDRLTLLLGANAAGDFKLKPMLIYHSENPRALKNYTKSTLPVLYKWNSKARMTAHLFTAWFTEYFKPTVETYCSEKKIPFKILLL.... Result: 0 (no interaction). (3) The miRNA is hsa-miR-6796-5p with sequence UUGUGGGGUUGGAGAGCUGGCUG. The protein sequence of the target gene is MSWIPFKIGQPKKQIVPKTVERDFEREYGKLQQLEEQTRRLQKDMKKSTDADLAMSKSAVKISLDLLSNPLCEQDQDLLNMVTALDTAMKRMDAFNQEKVNQIQKTVIEPLKKFGSVFPSLNMAVKRREQALQDYRRLQAKVEKYEEKEKTGPVLAKLHQAREELRPVREDFEAKNRQLLEEMPRFYGSRLDYFQPSFESLIRAQVVYYSEMHKIFGDLSHQLDQPGHSDEQRERENEAKLSELRALSIVADD. Result: 0 (no interaction). (4) The miRNA is hsa-miR-4265 with sequence CUGUGGGCUCAGCUCUGGG. The protein sequence of the target gene is MAAPRQIPSHIVRLKPSCSTDSSFTRTPVPTVSLASRELPVSSWQVTEPSSKNLWEQICKEYEAEQPPFPEGYKVKQEPVITVAPVEEMLFHGFSAEHYFPVSHFTMISRTPCPQDKSETINPKTCSPKEYLETFIFPVLLPGMASLLHQAKKEKCFERKRTKFIACDFLTEWLYNQNPKRAGEPFTEFFSIPFVEERLKQHPRPPIPLSLLLTEEEAALYIQSFWRACVVRCDPEIQELRQWQKKLREAKHIHQQVKIFWAKQEQKVKCKMEDDAVPAAKMKIPSS. Result: 0 (no interaction). (5) Result: 0 (no interaction). The protein sequence of the target gene is MGKGCKVVICGLLSVGKTAILEQLLYGNHTIGMEDCETLEDVYMASVETDRGVKEQLHLYDTRGLQKGVELPKHYFSFADGFVLVYSVNNLESFQRVELLKKEIDKFKDKKEVAIVVLGNKLDLSEQRQVDADVAQQWARSEKVKLWEVTVTDRRTLIEPFTLLASKLSQPQSKSSFPLPGRKNKGNSNPEN. The miRNA is hsa-miR-5007-3p with sequence AUCAUAUGAACCAAACUCUAAU. (6) The miRNA is hsa-miR-5091 with sequence ACGGAGACGACAAGACUGUGCUG. The protein sequence of the target gene is MLPRLVCISDYEQHVRSVLQKSVYDYYRSGANDQETLADNIQAFSRWKLYPRMLRNVADIDLSTSVLGQRVSMPICVGATAMQCMAHVDGELATVRACQTMGTGMMLSSWATSSIEEVAEAGPEALRWMQLYIYKDREISRQIVKRAEKQGYKAIFVTVDTPYLGNRIDDVRNRFKLPPQLRMKNFETNDLAFSPKGNFGDNSGLAEYVAQAIDPSLSWDDITWLRRLTSLPIVVKGILRGDDAKEAVKHGVDGILVSNHGARQLDGVPATIDVLPEIVEAVEGKVEVFLDGGVRKGTDV.... Result: 0 (no interaction).